From a dataset of Forward reaction prediction with 1.9M reactions from USPTO patents (1976-2016). Predict the product of the given reaction. (1) Given the reactants [Br:1][C:2]1[CH:10]=[C:9]([F:11])[CH:8]=[CH:7][C:3]=1[C:4]([OH:6])=[O:5].CN(C=O)C.[C:17](O)([CH3:20])([CH3:19])[CH3:18].N1C=CC=CC=1, predict the reaction product. The product is: [C:17]([O:5][C:4](=[O:6])[C:3]1[CH:7]=[CH:8][C:9]([F:11])=[CH:10][C:2]=1[Br:1])([CH3:20])([CH3:19])[CH3:18]. (2) Given the reactants Br[C:2]1([CH2:15][N:16]2[CH:24]=[C:22]([CH3:23])[C:20](=[O:21])[NH:19][C:17]2=[O:18])[CH2:4][C:3]1([CH2:10][O:11]C(=O)C)[CH2:5][O:6]C(=O)C.C(=O)([O-])[O-].[K+].[K+].CO.O, predict the reaction product. The product is: [OH:6][CH2:5][C:3]1([CH2:10][OH:11])[CH2:4]/[C:2]/1=[CH:15]/[N:16]1[CH:24]=[C:22]([CH3:23])[C:20](=[O:21])[NH:19][C:17]1=[O:18].[OH:6][CH2:5][C:3]1([CH2:10][OH:11])[CH2:4]/[C:2]/1=[CH:15]\[N:16]1[CH:24]=[C:22]([CH3:23])[C:20](=[O:21])[NH:19][C:17]1=[O:18]. (3) The product is: [C:33]([N:29]1[CH2:30][CH2:31][N:26]([CH2:25][C:22]2([CH3:32])[S:21][C:20]([C:17]3[NH:18][C:19]4[C:15]([CH:16]=3)=[CH:14][CH:13]=[CH:12][C:11]=4[N:2]([CH3:1])[S:3]([C:6]3[S:7][CH:8]=[CH:9][CH:10]=3)(=[O:5])=[O:4])=[N:24][CH2:23]2)[CH2:27][CH2:28]1)(=[O:35])[CH3:34]. Given the reactants [CH3:1][N:2]([C:11]1[CH:12]=[CH:13][CH:14]=[C:15]2[C:19]=1[NH:18][C:17]([C:20]1[S:21][C:22]([CH3:32])([CH2:25][N:26]3[CH2:31][CH2:30][NH:29][CH2:28][CH2:27]3)[CH2:23][N:24]=1)=[CH:16]2)[S:3]([C:6]1[S:7][CH:8]=[CH:9][CH:10]=1)(=[O:5])=[O:4].[C:33](OC(=O)C)(=[O:35])[CH3:34], predict the reaction product. (4) Given the reactants COC1C=CC(C2CCC3C(=CC=C(OC)C=3)C2)=C(N)C=1.BrC1C=CC(C#CCN2CCCCC2)=C(F)C=1.[F:39][C:40]1[CH:41]=[C:42]([NH:55][C:56]2[CH:61]=[C:60]([O:62][CH3:63])[CH:59]=[CH:58][C:57]=2[CH:64]2[CH2:73][CH2:72][C:71]3[C:66](=[CH:67][CH:68]=[C:69]([O:74][CH3:75])[CH:70]=3)[CH2:65]2)[CH:43]=[CH:44][C:45]=1[C:46]#[C:47][CH2:48][N:49]1[CH2:54][CH2:53][CH2:52][CH2:51][CH2:50]1, predict the reaction product. The product is: [F:39][C:40]1[CH:41]=[C:42]([NH:55][C:56]2[CH:61]=[C:60]([O:62][CH3:63])[CH:59]=[CH:58][C:57]=2[CH:64]2[CH2:73][CH2:72][C:71]3[C:66](=[CH:67][CH:68]=[C:69]([O:74][CH3:75])[CH:70]=3)[CH2:65]2)[CH:43]=[CH:44][C:45]=1[CH2:46][CH2:47][CH2:48][N:49]1[CH2:54][CH2:53][CH2:52][CH2:51][CH2:50]1. (5) Given the reactants [NH:1]1[CH2:6][CH2:5][O:4][CH2:3][CH2:2]1.C(O[BH-](OC(=O)C)OC(=O)C)(=O)C.[Na+].C(O)(=O)C.C(OC([N:32]1[CH2:37][CH2:36][C:35](=O)[CH2:34][CH2:33]1)=O)(C)(C)C.C(=O)([O-])O.[Na+], predict the reaction product. The product is: [N:1]1([CH:35]2[CH2:36][CH2:37][NH:32][CH2:33][CH2:34]2)[CH2:6][CH2:5][O:4][CH2:3][CH2:2]1.